Dataset: Forward reaction prediction with 1.9M reactions from USPTO patents (1976-2016). Task: Predict the product of the given reaction. (1) Given the reactants [Cl:1][C:2]1[CH:7]=[CH:6][C:5]([NH2:8])=[CH:4][C:3]=1[C:9]1[O:10][C:11]2[CH:17]=[CH:16][C:15]([CH3:18])=[CH:14][C:12]=2[N:13]=1.[F:19][C:20]([F:31])([F:30])[C:21]1[CH:29]=[CH:28][CH:27]=[CH:26][C:22]=1[C:23](Cl)=[O:24], predict the reaction product. The product is: [Cl:1][C:2]1[CH:7]=[CH:6][C:5]([NH:8][C:23](=[O:24])[C:22]2[CH:26]=[CH:27][CH:28]=[CH:29][C:21]=2[C:20]([F:19])([F:30])[F:31])=[CH:4][C:3]=1[C:9]1[O:10][C:11]2[CH:17]=[CH:16][C:15]([CH3:18])=[CH:14][C:12]=2[N:13]=1. (2) Given the reactants Cl[C:2]1[NH:6][C:5]2[CH:7]=[C:8]([C:11]([F:14])([F:13])[F:12])[CH:9]=[CH:10][C:4]=2[N:3]=1.[NH2:15][C:16]1[CH:17]=[CH:18][CH:19]=[C:20]2[C:25]=1[CH2:24][CH:23]([OH:26])[CH2:22][CH2:21]2, predict the reaction product. The product is: [F:12][C:11]([F:14])([F:13])[C:8]1[CH:9]=[CH:10][C:4]2[NH:3][C:2]([NH:15][C:16]3[CH:17]=[CH:18][CH:19]=[C:20]4[C:25]=3[CH2:24][CH:23]([OH:26])[CH2:22][CH2:21]4)=[N:6][C:5]=2[CH:7]=1. (3) Given the reactants [C:1]([C:3]1[CH:31]=[CH:30][C:6]([CH2:7][CH:8](/[CH:21]=[CH:22]/[C:23]2[CH:28]=[CH:27][CH:26]=[CH:25][C:24]=2[OH:29])[CH2:9][CH2:10][C:11]2[CH:20]=[CH:19][C:14]([C:15]([O:17][CH3:18])=[O:16])=[CH:13][CH:12]=2)=[CH:5][CH:4]=1)#[N:2].[C:32]([C:36]1[CH:43]=[CH:42][C:39]([CH2:40]Br)=[CH:38][CH:37]=1)([CH3:35])([CH3:34])[CH3:33].C(=O)([O-])[O-].[K+].[K+], predict the reaction product. The product is: [C:32]([C:36]1[CH:37]=[CH:38][C:39]([CH2:40][O:29][C:24]2[CH:25]=[CH:26][CH:27]=[CH:28][C:23]=2/[CH:22]=[CH:21]/[CH:8]([CH2:7][C:6]2[CH:5]=[CH:4][C:3]([C:1]#[N:2])=[CH:31][CH:30]=2)[CH2:9][CH2:10][C:11]2[CH:20]=[CH:19][C:14]([C:15]([O:17][CH3:18])=[O:16])=[CH:13][CH:12]=2)=[CH:42][CH:43]=1)([CH3:35])([CH3:33])[CH3:34]. (4) Given the reactants [C:1]([C:4]1[CH:9]=[CH:8][C:7]([C:10]([F:13])([F:12])[F:11])=[CH:6][C:5]=1[NH:14][S:15]([C:18]([F:21])([F:20])[F:19])(=[O:17])=[O:16])(=O)[CH3:2].Cl.[Cl:23][C:24]1[CH:29]=[CH:28][C:27]([O:30][NH2:31])=[CH:26][CH:25]=1.CC([O-])=O.[Na+].FC(F)(F)S(N)(=O)=O, predict the reaction product. The product is: [Cl:23][C:24]1[CH:29]=[CH:28][C:27]([O:30][N:31]=[C:1]([C:4]2[CH:9]=[CH:8][C:7]([C:10]([F:11])([F:13])[F:12])=[CH:6][C:5]=2[NH:14][S:15]([C:18]([F:21])([F:19])[F:20])(=[O:17])=[O:16])[CH3:2])=[CH:26][CH:25]=1. (5) Given the reactants [CH3:1][O:2][CH2:3][C@@H:4]1[C@H:6](/[CH:7]=[CH:8]/[C:9](/[CH3:14])=[CH:10]/[C:11]([OH:13])=[O:12])[C@@:5]1([CH3:27])[C:15]1[CH:20]=[C:19]([CH:21]([CH3:23])[CH3:22])[CH:18]=[C:17]([CH:24]([CH3:26])[CH3:25])[CH:16]=1.COC[C@H]1[C@@H](/C=C/C(/C)=C/C(OCC)=O)[C@]1(C)C1C=C(C(C)C)C=C(C(C)C)C=1, predict the reaction product. The product is: [CH3:1][O:2][CH2:3][C@H:4]1[C@@H:6](/[CH:7]=[CH:8]/[C:9](/[CH3:14])=[CH:10]/[C:11]([OH:13])=[O:12])[C@:5]1([CH3:27])[C:15]1[CH:16]=[C:17]([CH:24]([CH3:25])[CH3:26])[CH:18]=[C:19]([CH:21]([CH3:23])[CH3:22])[CH:20]=1. (6) Given the reactants [Br:1][C:2]1[C:3](Cl)=[N:4][C:5]([Cl:8])=[N:6][CH:7]=1.[CH3:10][O:11][C:12]1[CH:17]=[CH:16][C:15]([OH:18])=[CH:14][CH:13]=1.C(=O)([O-])[O-].[K+].[K+].O, predict the reaction product. The product is: [Br:1][C:2]1[C:3]([O:18][C:15]2[CH:16]=[CH:17][C:12]([O:11][CH3:10])=[CH:13][CH:14]=2)=[N:4][C:5]([Cl:8])=[N:6][CH:7]=1.